This data is from HIV replication inhibition screening data with 41,000+ compounds from the AIDS Antiviral Screen. The task is: Binary Classification. Given a drug SMILES string, predict its activity (active/inactive) in a high-throughput screening assay against a specified biological target. (1) The molecule is CCOC(=O)c1cn2c3c(cccc3c1=O)CC2. The result is 0 (inactive). (2) The result is 0 (inactive). The compound is CCOC(=O)CCCc1cc(O)c2c(C)c3[nH]c4ccc(Cl)cc4c3c(C)c2n1.CS(=O)(=O)O.